From a dataset of Catalyst prediction with 721,799 reactions and 888 catalyst types from USPTO. Predict which catalyst facilitates the given reaction. (1) Reactant: [OH:1][C:2]1[CH:3]=[CH:4][C:5]2[N:9]=[C:8]([C:10]([OH:12])=O)[NH:7][C:6]=2[CH:13]=1.Cl.[CH3:15][O:16][C:17]1[CH:29]=[CH:28][C:20]([CH:21]=[C:22]2[CH2:27][CH2:26][NH:25][CH2:24][CH2:23]2)=[CH:19][CH:18]=1. Product: [OH:1][C:2]1[CH:3]=[CH:4][C:5]2[N:9]=[C:8]([C:10]([N:25]3[CH2:26][CH2:27][C:22](=[CH:21][C:20]4[CH:19]=[CH:18][C:17]([O:16][CH3:15])=[CH:29][CH:28]=4)[CH2:23][CH2:24]3)=[O:12])[NH:7][C:6]=2[CH:13]=1. The catalyst class is: 32. (2) Reactant: [F:1][C:2]1[CH:3]=[N:4][C:5]([NH:11][CH2:12][CH2:13][CH:14]([CH3:16])[CH3:15])=[C:6]([CH:10]=1)[C:7]([OH:9])=O.C1C=[CH:19][C:20]2[N:25](O)N=N[C:21]=2[CH:22]=1.[CH3:27]CN=C=NCCCN(C)C.CCN(C(C)C)C(C)C. Product: [F:1][C:2]1[CH:3]=[N:4][C:5]([NH:11][CH2:12][CH2:13][CH:14]([CH3:16])[CH3:15])=[C:6]([CH:10]=1)[C:7]([NH:25][C:20]([CH3:19])([C:21]#[CH:22])[CH3:27])=[O:9]. The catalyst class is: 2. (3) Reactant: CC(C)([O-])C.[K+].C[O:8][C:9](=O)[C:10]([N:12]([S:16]([CH2:19][C:20]1[CH:25]=[CH:24][CH:23]=[CH:22][CH:21]=1)(=[O:18])=[O:17])[CH:13]([CH3:15])[CH3:14])=[O:11]. Product: [OH:8][C:9]1[C:10](=[O:11])[N:12]([CH:13]([CH3:15])[CH3:14])[S:16](=[O:18])(=[O:17])[C:19]=1[C:20]1[CH:25]=[CH:24][CH:23]=[CH:22][CH:21]=1. The catalyst class is: 3. (4) Reactant: O.[I-].[Br:3][C:4]1[CH:13]=[CH:12][C:11]([N+:14]([O-:16])=[O:15])=[C:10]2[C:5]=1[CH:6]=[CH:7][N+:8]([CH3:17])=[CH:9]2.[BH3-]C#N.[Na+]. Product: [Br:3][C:4]1[CH:13]=[CH:12][C:11]([N+:14]([O-:16])=[O:15])=[C:10]2[C:5]=1[CH2:6][CH2:7][N:8]([CH3:17])[CH2:9]2. The catalyst class is: 5. (5) Reactant: [C:9](O[C:9]([O:11][C:12]([CH3:15])([CH3:14])[CH3:13])=[O:10])([O:11][C:12]([CH3:15])([CH3:14])[CH3:13])=[O:10].[F:16][C:17]([F:42])([F:41])[C:18]([NH:20][CH2:21][CH2:22][NH:23][CH:24]1[CH2:28][CH2:27][N:26]([C:29]2[C:38]3[C:33](=[CH:34][CH:35]=[C:36]([O:39][CH3:40])[N:37]=3)[N:32]=[CH:31][CH:30]=2)[CH2:25]1)=[O:19]. Product: [CH3:40][O:39][C:36]1[N:37]=[C:38]2[C:33](=[CH:34][CH:35]=1)[N:32]=[CH:31][CH:30]=[C:29]2[N:26]1[CH2:27][CH2:28][CH:24]([N:23]([CH2:22][CH2:21][NH:20][C:18](=[O:19])[C:17]([F:42])([F:16])[F:41])[C:9](=[O:10])[O:11][C:12]([CH3:13])([CH3:14])[CH3:15])[CH2:25]1. The catalyst class is: 1. (6) Reactant: [F:1][C:2]1[CH:7]=[CH:6][C:5]([NH:8][C@H:9]2[CH2:13][CH2:12][CH2:11][C@H:10]2[C:14]([O:16]C)=O)=[CH:4][CH:3]=1.[Li+].C[Si]([N-][Si](C)(C)C)(C)C. Product: [F:1][C:2]1[CH:7]=[CH:6][C:5]([N:8]2[C:14](=[O:16])[C@@H:10]3[C@H:9]2[CH2:13][CH2:12][CH2:11]3)=[CH:4][CH:3]=1. The catalyst class is: 1. (7) Reactant: [Cl:1][C:2]1[CH:7]=[CH:6][CH:5]=[CH:4][C:3]=1[C:8]1[N:9]([CH2:18][C:19]2[N:24]=[C:23]([NH:25]C(=O)C(C)(C)C)[CH:22]=[CH:21][CH:20]=2)[C:10]2[C:15]([CH:16]=1)=[CH:14][CH:13]=[C:12]([OH:17])[CH:11]=2.Cl. Product: [ClH:1].[NH2:25][C:23]1[N:24]=[C:19]([CH2:18][N:9]2[C:10]3[C:15](=[CH:14][CH:13]=[C:12]([OH:17])[CH:11]=3)[CH:16]=[C:8]2[C:3]2[CH:4]=[CH:5][CH:6]=[CH:7][C:2]=2[Cl:1])[CH:20]=[CH:21][CH:22]=1. The catalyst class is: 8.